From a dataset of NCI-60 drug combinations with 297,098 pairs across 59 cell lines. Regression. Given two drug SMILES strings and cell line genomic features, predict the synergy score measuring deviation from expected non-interaction effect. (1) Drug 1: CCCS(=O)(=O)NC1=C(C(=C(C=C1)F)C(=O)C2=CNC3=C2C=C(C=N3)C4=CC=C(C=C4)Cl)F. Drug 2: CC1=C(C=C(C=C1)NC2=NC=CC(=N2)N(C)C3=CC4=NN(C(=C4C=C3)C)C)S(=O)(=O)N.Cl. Cell line: LOX IMVI. Synergy scores: CSS=50.2, Synergy_ZIP=6.28, Synergy_Bliss=8.11, Synergy_Loewe=-4.98, Synergy_HSA=10.4. (2) Drug 1: CC1C(C(=O)NC(C(=O)N2CCCC2C(=O)N(CC(=O)N(C(C(=O)O1)C(C)C)C)C)C(C)C)NC(=O)C3=C4C(=C(C=C3)C)OC5=C(C(=O)C(=C(C5=N4)C(=O)NC6C(OC(=O)C(N(C(=O)CN(C(=O)C7CCCN7C(=O)C(NC6=O)C(C)C)C)C)C(C)C)C)N)C. Drug 2: CC1C(C(CC(O1)OC2CC(CC3=C2C(=C4C(=C3O)C(=O)C5=CC=CC=C5C4=O)O)(C(=O)C)O)N)O. Cell line: MDA-MB-435. Synergy scores: CSS=49.9, Synergy_ZIP=17.9, Synergy_Bliss=16.1, Synergy_Loewe=15.3, Synergy_HSA=16.7. (3) Drug 1: C1=NC2=C(N=C(N=C2N1C3C(C(C(O3)CO)O)O)F)N. Drug 2: N.N.Cl[Pt+2]Cl. Cell line: CAKI-1. Synergy scores: CSS=26.4, Synergy_ZIP=-10.4, Synergy_Bliss=-2.35, Synergy_Loewe=-3.15, Synergy_HSA=-2.44. (4) Drug 1: CC1C(C(CC(O1)OC2CC(CC3=C2C(=C4C(=C3O)C(=O)C5=C(C4=O)C(=CC=C5)OC)O)(C(=O)C)O)N)O.Cl. Drug 2: CCCCC(=O)OCC(=O)C1(CC(C2=C(C1)C(=C3C(=C2O)C(=O)C4=C(C3=O)C=CC=C4OC)O)OC5CC(C(C(O5)C)O)NC(=O)C(F)(F)F)O. Cell line: SK-MEL-2. Synergy scores: CSS=4.72, Synergy_ZIP=0.0634, Synergy_Bliss=1.74, Synergy_Loewe=-5.87, Synergy_HSA=0.625. (5) Drug 1: C1=CC(=CC=C1CCCC(=O)O)N(CCCl)CCCl. Drug 2: CN(C(=O)NC(C=O)C(C(C(CO)O)O)O)N=O. Cell line: NCI-H322M. Synergy scores: CSS=-2.21, Synergy_ZIP=3.31, Synergy_Bliss=1.36, Synergy_Loewe=-0.859, Synergy_HSA=-1.05. (6) Drug 1: CC1=C2C(C(=O)C3(C(CC4C(C3C(C(C2(C)C)(CC1OC(=O)C(C(C5=CC=CC=C5)NC(=O)OC(C)(C)C)O)O)OC(=O)C6=CC=CC=C6)(CO4)OC(=O)C)OC)C)OC. Drug 2: C1=CC(=CC=C1CCCC(=O)O)N(CCCl)CCCl. Cell line: HL-60(TB). Synergy scores: CSS=97.1, Synergy_ZIP=7.98, Synergy_Bliss=5.85, Synergy_Loewe=4.18, Synergy_HSA=7.98. (7) Drug 1: C1CN1C2=NC(=NC(=N2)N3CC3)N4CC4. Drug 2: N.N.Cl[Pt+2]Cl. Cell line: RPMI-8226. Synergy scores: CSS=68.9, Synergy_ZIP=0.512, Synergy_Bliss=0.776, Synergy_Loewe=-0.936, Synergy_HSA=6.44. (8) Drug 1: CC12CCC3C(C1CCC2=O)CC(=C)C4=CC(=O)C=CC34C. Drug 2: N.N.Cl[Pt+2]Cl. Cell line: SF-295. Synergy scores: CSS=39.8, Synergy_ZIP=-0.321, Synergy_Bliss=-1.87, Synergy_Loewe=-4.99, Synergy_HSA=-1.24. (9) Drug 1: CC(C)NC(=O)C1=CC=C(C=C1)CNNC.Cl. Drug 2: C(CN)CNCCSP(=O)(O)O. Cell line: M14. Synergy scores: CSS=7.21, Synergy_ZIP=-0.692, Synergy_Bliss=2.21, Synergy_Loewe=2.45, Synergy_HSA=2.73.